This data is from Aqueous solubility values for 9,982 compounds from the AqSolDB database. The task is: Regression/Classification. Given a drug SMILES string, predict its absorption, distribution, metabolism, or excretion properties. Task type varies by dataset: regression for continuous measurements (e.g., permeability, clearance, half-life) or binary classification for categorical outcomes (e.g., BBB penetration, CYP inhibition). For this dataset (solubility_aqsoldb), we predict Y. The molecule is CCCC(=O)OCn1cc2c(=O)n(COC(=O)CCC)cnc2n1. The Y is -3.55 log mol/L.